Dataset: M1 muscarinic receptor antagonist screen with 61,756 compounds. Task: Binary Classification. Given a drug SMILES string, predict its activity (active/inactive) in a high-throughput screening assay against a specified biological target. (1) The compound is S(C=1NC(=O)CC(c2cc(O)ccc2)C1C#N)CC. The result is 0 (inactive). (2) The molecule is O=C(NC1CCCCC1)C(N(Cc1occc1)C(=O)CC1NC(=O)NC1=O)(CC)C. The result is 0 (inactive). (3) The drug is FC(F)(F)COc1nc(NCCOC23CC4CC(C3)CC(C2)C4)nc(N2CCN(CC2)C)n1. The result is 1 (active).